From a dataset of Peptide-MHC class II binding affinity with 134,281 pairs from IEDB. Regression. Given a peptide amino acid sequence and an MHC pseudo amino acid sequence, predict their binding affinity value. This is MHC class II binding data. (1) The peptide sequence is EAKYDAYVATLSEALRIIAG. The MHC is HLA-DQA10101-DQB10501 with pseudo-sequence HLA-DQA10101-DQB10501. The binding affinity (normalized) is 0.307. (2) The peptide sequence is LIINWLQEALSSASL. The MHC is DRB1_0101 with pseudo-sequence DRB1_0101. The binding affinity (normalized) is 0.673. (3) The peptide sequence is VEALYLVCGERGFFY. The MHC is DRB1_0405 with pseudo-sequence DRB1_0405. The binding affinity (normalized) is 0.358. (4) The peptide sequence is ILSHVKFNFGDFYSE. The MHC is DRB1_1302 with pseudo-sequence DRB1_1302. The binding affinity (normalized) is 0.406. (5) The peptide sequence is YAGPFGMSRILFAQE. The MHC is DRB1_0101 with pseudo-sequence DRB1_0101. The binding affinity (normalized) is 0.435. (6) The binding affinity (normalized) is 0.334. The peptide sequence is YKRTDIVEVDRDTAR. The MHC is DRB1_1301 with pseudo-sequence DRB1_1301.